Regression/Classification. Given a drug SMILES string, predict its absorption, distribution, metabolism, or excretion properties. Task type varies by dataset: regression for continuous measurements (e.g., permeability, clearance, half-life) or binary classification for categorical outcomes (e.g., BBB penetration, CYP inhibition). Dataset: cyp2c9_veith. From a dataset of CYP2C9 inhibition data for predicting drug metabolism from PubChem BioAssay. (1) The compound is O=C(Nc1ccccc1)N1CCSc2cc(Cl)ccc21. The result is 1 (inhibitor). (2) The molecule is CCCCCN=c1ccn(Cc2ccccc2)c2ccccc12. The result is 1 (inhibitor). (3) The drug is CCCCCCC(C)(C)c1ccc([C@@H]2C[C@H](O)CC[C@@H]2CCCO)c(O)c1. The result is 0 (non-inhibitor). (4) The molecule is CCNc1ncc2nc(-c3ccccc3)c(=O)n(Cc3cccs3)c2n1. The result is 0 (non-inhibitor).